This data is from NCI-60 drug combinations with 297,098 pairs across 59 cell lines. The task is: Regression. Given two drug SMILES strings and cell line genomic features, predict the synergy score measuring deviation from expected non-interaction effect. (1) Drug 1: C#CCC(CC1=CN=C2C(=N1)C(=NC(=N2)N)N)C3=CC=C(C=C3)C(=O)NC(CCC(=O)O)C(=O)O. Drug 2: CC1C(C(CC(O1)OC2CC(CC3=C2C(=C4C(=C3O)C(=O)C5=C(C4=O)C(=CC=C5)OC)O)(C(=O)CO)O)N)O.Cl. Cell line: SNB-75. Synergy scores: CSS=32.7, Synergy_ZIP=-6.38, Synergy_Bliss=-2.92, Synergy_Loewe=-0.525, Synergy_HSA=-0.0956. (2) Drug 2: CNC(=O)C1=NC=CC(=C1)OC2=CC=C(C=C2)NC(=O)NC3=CC(=C(C=C3)Cl)C(F)(F)F. Cell line: NCI/ADR-RES. Synergy scores: CSS=24.5, Synergy_ZIP=-10.1, Synergy_Bliss=-6.48, Synergy_Loewe=-7.33, Synergy_HSA=-7.74. Drug 1: CNC(=O)C1=CC=CC=C1SC2=CC3=C(C=C2)C(=NN3)C=CC4=CC=CC=N4.